From a dataset of Forward reaction prediction with 1.9M reactions from USPTO patents (1976-2016). Predict the product of the given reaction. (1) Given the reactants Br.Br[CH:3]1[CH2:9][CH2:8][NH:7][CH2:6][CH2:5][C:4]1=O.[C:11]([NH2:16])(=[S:15])[CH:12]([CH3:14])[CH3:13], predict the reaction product. The product is: [CH:12]([C:11]1[S:15][C:3]2[CH2:9][CH2:8][NH:7][CH2:6][CH2:5][C:4]=2[N:16]=1)([CH3:14])[CH3:13]. (2) Given the reactants Cl[C:2]1[C:7]([CH3:8])=[CH:6][N:5]=[C:4]([C:9]([NH:11][CH:12]2[CH2:14][CH2:13]2)=[O:10])[CH:3]=1.CC1(C)C(C)(C)OB([C:23]2[CH:24]=[C:25]3[C:30](=[CH:31][CH:32]=2)[N:29]=[C:28]([NH2:33])[N:27]=[CH:26]3)O1, predict the reaction product. The product is: [NH2:33][C:28]1[N:27]=[CH:26][C:25]2[C:30](=[CH:31][CH:32]=[C:23]([C:2]3[C:7]([CH3:8])=[CH:6][N:5]=[C:4]([C:9]([NH:11][CH:12]4[CH2:14][CH2:13]4)=[O:10])[CH:3]=3)[CH:24]=2)[N:29]=1. (3) Given the reactants [C:1]([NH2:9])(=[S:8])[C:2]1[CH:7]=[CH:6][N:5]=[CH:4][CH:3]=1.C([O:12][C:13](=O)[CH:14](Br)[CH2:15][CH3:16])C.N1C=CC=CC=1.C(OCC)(=O)C.CCCCCC, predict the reaction product. The product is: [CH2:15]([C:14]1[S:8][C:1]([C:2]2[CH:7]=[CH:6][N:5]=[CH:4][CH:3]=2)=[N:9][C:13]=1[OH:12])[CH3:16]. (4) Given the reactants Br[C:2]1[CH:3]=[C:4]([O:8][CH3:9])[CH:5]=[CH:6][CH:7]=1.[C:10]([OH:14])(=[O:13])[C:11]#[CH:12].[CH:15]1(P(C2CCCCC2)C2C=CC=CC=2C2C(C(C)C)=CC(S([O-])(=O)=O)=CC=2C(C)C)CCCCC1.[Na+].C([O-])([O-])=O.[Cs+].[Cs+], predict the reaction product. The product is: [CH3:15][O:13][C:10](=[O:14])[C:11]#[C:12][C:2]1[CH:7]=[CH:6][CH:5]=[C:4]([O:8][CH3:9])[CH:3]=1.